From a dataset of Forward reaction prediction with 1.9M reactions from USPTO patents (1976-2016). Predict the product of the given reaction. (1) Given the reactants [OH:1][CH2:2][CH2:3][C:4]#[N:5].[CH2:6]([O:13][C:14]1[CH:19]=[CH:18][C:17]([C:20]2[CH:25]=[CH:24][C:23]([C:26](O)=[O:27])=[CH:22][CH:21]=2)=[CH:16][CH:15]=1)[CH2:7][CH2:8][CH2:9][CH2:10][CH2:11][CH3:12], predict the reaction product. The product is: [C:4]([CH2:3][CH2:2][O:1][C:26]([C:23]1[CH:22]=[CH:21][C:20]([C:17]2[CH:18]=[CH:19][C:14]([O:13][CH2:6][CH2:7][CH2:8][CH2:9][CH2:10][CH2:11][CH3:12])=[CH:15][CH:16]=2)=[CH:25][CH:24]=1)=[O:27])#[N:5]. (2) The product is: [Cl:22][C:21]1([Cl:24])[CH2:17][CH2:18][CH2:19][N:14]([C:11]2[CH:10]=[CH:9][C:8]([I:7])=[CH:13][CH:12]=2)[C:15]1=[O:20]. Given the reactants P(Cl)(Cl)(Cl)(Cl)Cl.[I:7][C:8]1[CH:13]=[CH:12][C:11]([N:14]2[CH2:19][CH2:18][CH2:17]C[C:15]2=[O:20])=[CH:10][CH:9]=1.[CH:21]([Cl:24])(Cl)[Cl:22], predict the reaction product. (3) Given the reactants [OH:1][C:2]1[CH:11]=[CH:10][CH:9]=[C:8]2[C:3]=1[CH2:4][CH2:5][CH2:6][NH:7]2.[CH2:12]1[CH2:18][S:15](=[O:17])(=[O:16])[O:14][CH2:13]1, predict the reaction product. The product is: [OH:1][C:2]1[CH:11]=[CH:10][CH:9]=[C:8]2[C:3]=1[CH2:4][CH2:5][CH2:6][N:7]2[CH2:13][CH2:12][CH2:18][S:15]([OH:17])(=[O:16])=[O:14]. (4) Given the reactants [CH3:1][O:2][C:3](=[O:19])[CH:4]([C:12]1[CH:17]=[CH:16][C:15](Br)=[CH:14][CH:13]=1)[C:5]1[CH:10]=[CH:9][CH:8]=[CH:7][C:6]=1[F:11].[B:20]1([B:20]2[O:24][C:23]([CH3:26])([CH3:25])[C:22]([CH3:28])([CH3:27])[O:21]2)[O:24][C:23]([CH3:26])([CH3:25])[C:22]([CH3:28])([CH3:27])[O:21]1.[F-].[Cs+].O, predict the reaction product. The product is: [CH3:1][O:2][C:3](=[O:19])[CH:4]([C:5]1[CH:10]=[CH:9][CH:8]=[CH:7][C:6]=1[F:11])[C:12]1[CH:17]=[CH:16][C:15]([B:20]2[O:24][C:23]([CH3:26])([CH3:25])[C:22]([CH3:28])([CH3:27])[O:21]2)=[CH:14][CH:13]=1. (5) Given the reactants [CH3:1][O:2][C:3]1[CH:8]=[CH:7][C:6]([CH3:9])=[CH:5][C:4]=1[S:10]([N:13]1[C:18]2[CH:19]=[C:20]([C:23](O)=[O:24])[CH:21]=[CH:22][C:17]=2[O:16][CH2:15][CH2:14]1)(=[O:12])=[O:11].[NH2:26][C:27]1[CH:37]=[CH:36][C:30]([C:31]([O:33][CH2:34][CH3:35])=[O:32])=[C:29]([F:38])[CH:28]=1, predict the reaction product. The product is: [CH2:34]([O:33][C:31](=[O:32])[C:30]1[CH:36]=[CH:37][C:27]([NH:26][C:23]([C:20]2[CH:21]=[CH:22][C:17]3[O:16][CH2:15][CH2:14][N:13]([S:10]([C:4]4[CH:5]=[C:6]([CH3:9])[CH:7]=[CH:8][C:3]=4[O:2][CH3:1])(=[O:12])=[O:11])[C:18]=3[CH:19]=2)=[O:24])=[CH:28][C:29]=1[F:38])[CH3:35]. (6) Given the reactants [C:1]([C:5]1[C:9]([C:10]2[CH:15]=[CH:14][C:13]([S:16]([N:19]([CH3:21])[CH3:20])(=[O:18])=[O:17])=[CH:12][CH:11]=2)=[C:8]([OH:22])[N:7]([CH3:23])[N:6]=1)([CH3:4])([CH3:3])[CH3:2].[OH:24][NH:25]S(C1C=CC=CC=1S(C)(=O)=O)(=O)=O.C(=O)([O-])[O-].[K+].[K+].C(CN(CC(O)=O)CCN(CCN(CC(O)=O)CC(O)=O)CC(O)=O)(O)=O, predict the reaction product. The product is: [C:1]([C:5]1[C:9]([C:10]2[CH:15]=[CH:14][C:13]([S:16]([N:19]([CH3:20])[CH3:21])(=[O:18])=[O:17])=[CH:12][CH:11]=2)([NH:25][OH:24])[C:8](=[O:22])[N:7]([CH3:23])[N:6]=1)([CH3:4])([CH3:2])[CH3:3]. (7) Given the reactants [CH2:1]([C:3]1[N:8]=[C:7]([C:9]2[N:14]=[CH:13][C:12]3[CH:15]=[N:16][N:17]([C:18]4[CH:23]=[CH:22][CH:21]=[C:20](F)[N:19]=4)[C:11]=3[CH:10]=2)[CH:6]=[N:5][CH:4]=1)[CH3:2].[NH:25]1[CH2:30][CH2:29][CH2:28][C@H:27]([NH:31][C:32](=[O:38])[O:33][C:34]([CH3:37])([CH3:36])[CH3:35])[CH2:26]1, predict the reaction product. The product is: [CH2:1]([C:3]1[N:8]=[C:7]([C:9]2[N:14]=[CH:13][C:12]3[CH:15]=[N:16][N:17]([C:18]4[N:19]=[C:20]([N:25]5[CH2:30][CH2:29][CH2:28][C@H:27]([NH:31][C:32](=[O:38])[O:33][C:34]([CH3:36])([CH3:35])[CH3:37])[CH2:26]5)[CH:21]=[CH:22][CH:23]=4)[C:11]=3[CH:10]=2)[CH:6]=[N:5][CH:4]=1)[CH3:2].